Dataset: Catalyst prediction with 721,799 reactions and 888 catalyst types from USPTO. Task: Predict which catalyst facilitates the given reaction. (1) Reactant: [C:1]([N:9]1[CH2:13][CH2:12][S:11][CH:10]1[CH2:14][C:15]([OH:17])=[O:16])(=[O:8])[C:2]1[CH:7]=[CH:6][CH:5]=[CH:4][CH:3]=1.[Cl:18][C:19]1[CH:20]=[N+:21]([O-:44])[CH:22]=[C:23]([Cl:43])[C:24]=1[CH2:25][C@@H:26]([C:28]1[CH:33]=[CH:32][C:31]([O:34][CH:35]([F:37])[F:36])=[C:30]([O:38][CH2:39][CH:40]2[CH2:42][CH2:41]2)[CH:29]=1)O.C(Cl)CCl. Product: [C:1]([N:9]1[CH2:13][CH2:12][S:11][CH:10]1[CH2:14][C:15]([O:17][C@H:26]([C:28]1[CH:33]=[CH:32][C:31]([O:34][CH:35]([F:36])[F:37])=[C:30]([O:38][CH2:39][CH:40]2[CH2:41][CH2:42]2)[CH:29]=1)[CH2:25][C:24]1[C:23]([Cl:43])=[CH:22][N+:21]([O-:44])=[CH:20][C:19]=1[Cl:18])=[O:16])(=[O:8])[C:2]1[CH:7]=[CH:6][CH:5]=[CH:4][CH:3]=1. The catalyst class is: 79. (2) Reactant: [N:1]1[C:8](Cl)=[N:7][C:5](Cl)=[N:4][C:2]=1[Cl:3].C([N:12]([CH2:15][CH3:16])[CH2:13][CH3:14])C.[NH:17]1[CH2:22][CH2:21][O:20][CH2:19][CH2:18]1.CC(C)=[O:25]. Product: [Cl:3][C:2]1[N:1]=[C:8]([N:17]2[CH2:22][CH2:21][O:20][CH2:19][CH2:18]2)[N:7]=[C:5]([N:12]2[CH2:13][CH2:14][O:25][CH2:16][CH2:15]2)[N:4]=1. The catalyst class is: 6. (3) Reactant: [Cl:1][C:2]1[CH:31]=[CH:30][CH:29]=[C:28]([C:32]([F:35])([F:34])[F:33])[C:3]=1[C:4]([N:6]1[C:14]2[C:9](=[C:10]([F:15])[CH:11]=[CH:12][CH:13]=2)[C:8]([C:16]2([OH:27])[CH2:21][CH2:20][CH:19]([C:22]([O:24]CC)=[O:23])[CH2:18][CH2:17]2)=[N:7]1)=[O:5].O[Li].O. Product: [Cl:1][C:2]1[CH:31]=[CH:30][CH:29]=[C:28]([C:32]([F:33])([F:35])[F:34])[C:3]=1[C:4]([N:6]1[C:14]2[C:9](=[C:10]([F:15])[CH:11]=[CH:12][CH:13]=2)[C:8]([C:16]2([OH:27])[CH2:17][CH2:18][CH:19]([C:22]([OH:24])=[O:23])[CH2:20][CH2:21]2)=[N:7]1)=[O:5]. The catalyst class is: 20. (4) Reactant: [OH-:1].[Na+].[F:3][C:4]1[CH:11]=[CH:10][CH:9]=[C:8]([O:12][CH2:13][CH:14]([CH3:16])[CH3:15])[C:5]=1[CH:6]=O.Cl.[NH2:18]O.Cl. Product: [F:3][C:4]1[CH:11]=[CH:10][CH:9]=[C:8]([O:12][CH2:13][CH:14]([CH3:16])[CH3:15])[C:5]=1[CH:6]=[N:18][OH:1]. The catalyst class is: 40.